From a dataset of NCI-60 drug combinations with 297,098 pairs across 59 cell lines. Regression. Given two drug SMILES strings and cell line genomic features, predict the synergy score measuring deviation from expected non-interaction effect. Drug 1: CC1=C(C(=CC=C1)Cl)NC(=O)C2=CN=C(S2)NC3=CC(=NC(=N3)C)N4CCN(CC4)CCO. Drug 2: CS(=O)(=O)OCCCCOS(=O)(=O)C. Cell line: OVCAR-5. Synergy scores: CSS=28.8, Synergy_ZIP=-3.53, Synergy_Bliss=-5.19, Synergy_Loewe=-28.1, Synergy_HSA=-1.59.